This data is from Aqueous solubility values for 9,982 compounds from the AqSolDB database. The task is: Regression/Classification. Given a drug SMILES string, predict its absorption, distribution, metabolism, or excretion properties. Task type varies by dataset: regression for continuous measurements (e.g., permeability, clearance, half-life) or binary classification for categorical outcomes (e.g., BBB penetration, CYP inhibition). For this dataset (solubility_aqsoldb), we predict Y. The compound is CCN(CC)N=O. The Y is 0.0161 log mol/L.